This data is from Full USPTO retrosynthesis dataset with 1.9M reactions from patents (1976-2016). The task is: Predict the reactants needed to synthesize the given product. (1) The reactants are: [C:1]([O:5][C:6]([N:8]1[C:16]2[C:11](=[N:12][C:13]([C:17]([OH:19])=O)=[CH:14][CH:15]=2)[CH2:10][CH2:9]1)=[O:7])([CH3:4])([CH3:3])[CH3:2].O.ON1C2C=CC=CC=2N=N1.[CH3:31][NH:32][CH3:33]. Given the product [CH3:31][N:32]([CH3:33])[C:17]([C:13]1[N:12]=[C:11]2[CH2:10][CH2:9][N:8]([C:6]([O:5][C:1]([CH3:2])([CH3:3])[CH3:4])=[O:7])[C:16]2=[CH:15][CH:14]=1)=[O:19], predict the reactants needed to synthesize it. (2) Given the product [ClH:45].[C:32]([C:29]1[C:28](=[O:37])[N:27]([CH:38]2[CH2:42][CH2:41][CH2:40][CH2:39]2)[C:25]2[N:26]=[C:21]([NH:20][C:17]3[CH:18]=[CH:19][C:14]([N:11]4[CH2:10][CH:9]([CH3:44])[NH:8][CH:13]([CH3:46])[CH2:12]4)=[CH:15][N:16]=3)[N:22]=[CH:23][C:24]=2[C:30]=1[CH3:31])(=[O:34])[CH3:33], predict the reactants needed to synthesize it. The reactants are: C(OC([N:8]1[CH2:13][CH2:12][N:11]([C:14]2[CH:15]=[N:16][C:17]([NH:20][C:21]3[N:22]=[CH:23][C:24]4[C:30]([CH3:31])=[C:29]([C:32]([O:34]CC)=[CH2:33])[C:28](=[O:37])[N:27]([CH:38]5[CH2:42][CH2:41][CH2:40][CH2:39]5)[C:25]=4[N:26]=3)=[CH:18][CH:19]=2)[CH2:10][C:9]1([CH3:44])C)=O)(C)(C)C.[Cl:45][CH2:46]Cl. (3) Given the product [F:14][C:15]1[CH:20]=[CH:19][C:18]([F:21])=[CH:17][C:16]=1[CH2:22][CH2:23][C:24]([NH:9][NH:8][C:6](=[O:7])[C:5]1[CH:10]=[CH:11][C:12]([F:13])=[C:3]([C:1]#[N:2])[CH:4]=1)=[O:25], predict the reactants needed to synthesize it. The reactants are: [C:1]([C:3]1[CH:4]=[C:5]([CH:10]=[CH:11][C:12]=1[F:13])[C:6]([NH:8][NH2:9])=[O:7])#[N:2].[F:14][C:15]1[CH:20]=[CH:19][C:18]([F:21])=[CH:17][C:16]=1[CH2:22][CH2:23][C:24](O)=[O:25].C(=O)([O-])O.[Na+].